From a dataset of Experimentally validated miRNA-target interactions with 360,000+ pairs, plus equal number of negative samples. Binary Classification. Given a miRNA mature sequence and a target amino acid sequence, predict their likelihood of interaction. The miRNA is mmu-miR-504-5p with sequence AGACCCUGGUCUGCACUCUAUC. The protein sequence of the target gene is MVPVARPLSLLLTFFLCACAETPPRFTRTPVDQTGVSGGVASFICQATGDPRPKIVWNKKGKKVSNQRFEVIEFDDGSGSVLRIQPLRTPRDEAIYECVASNNVGEISVSTRLTVLREDQIPRGFPTIDMGPQLKVVERTRTATMLCAASGNPDPEITWFKDFLPVDTSNNNGRIKQLRSESIGGTPIRGALQIEQSEESDQGKYECVATNSAGTRYSAPANLYVRELREVRRVPPRFSIPPTNHEIMPGGSVNITCVAVGSPMPYVKWMLGAEDLTPEDDMPIGRNVLELNDVRQSANY.... Result: 0 (no interaction).